Predict the reactants needed to synthesize the given product. From a dataset of Full USPTO retrosynthesis dataset with 1.9M reactions from patents (1976-2016). (1) Given the product [OH:19][C:18]1[C:13]2[C:12]([OH:20])=[CH:11][C:10](=[O:21])[N:9]([OH:8])[C:14]=2[N:15]=[CH:16][N:17]=1, predict the reactants needed to synthesize it. The reactants are: C([O:8][N:9]1[C:14]2[N:15]=[CH:16][N:17]=[C:18]([OH:19])[C:13]=2[C:12]([OH:20])=[CH:11][C:10]1=[O:21])C1C=CC=CC=1.Cl.C(O)(C(F)(F)F)=O. (2) Given the product [CH:1]([CH:14]1[N:18]([CH:19]([CH:45]([OH:41])[CH:44]([CH3:33])[CH3:43])[C:20]([O:22][C:23]([CH3:26])([CH3:24])[CH3:25])=[O:21])[CH:17]([C:27]2[CH:32]=[CH:31][CH:30]=[CH:29][CH:28]=2)[CH2:16][O:15]1)([C:2]1[CH:7]=[CH:6][CH:5]=[CH:4][CH:3]=1)[C:8]1[CH:9]=[CH:10][CH:11]=[CH:12][CH:13]=1, predict the reactants needed to synthesize it. The reactants are: [CH:1]([CH:14]1[N:18]([CH2:19][C:20]([O:22][C:23]([CH3:26])([CH3:25])[CH3:24])=[O:21])[CH:17]([C:27]2[CH:32]=[CH:31][CH:30]=[CH:29][CH:28]=2)[CH2:16][O:15]1)([C:8]1[CH:13]=[CH:12][CH:11]=[CH:10][CH:9]=1)[C:2]1[CH:7]=[CH:6][CH:5]=[CH:4][CH:3]=1.[CH:33]([N-]C(C)C)(C)C.[Li+].[O:41]1[CH2:45][CH2:44][CH2:43]C1. (3) Given the product [Br:1][C:2]1[CH:3]=[C:4]([NH:5][C:11]2[CH:16]=[CH:15][CH:14]=[CH:13][N:12]=2)[CH:6]=[CH:7][C:8]=1[CH3:9], predict the reactants needed to synthesize it. The reactants are: [Br:1][C:2]1[CH:3]=[C:4]([CH:6]=[CH:7][C:8]=1[CH3:9])[NH2:5].Cl[C:11]1[CH:16]=[CH:15][CH:14]=[CH:13][N:12]=1. (4) Given the product [F:1][C:2]1[CH:3]=[CH:4][C:5]([P:8](=[O:9])([OH:15])[OH:12])=[CH:6][CH:7]=1, predict the reactants needed to synthesize it. The reactants are: [F:1][C:2]1[CH:7]=[CH:6][C:5]([P:8](=[O:15])([O:12]CC)[O:9]CC)=[CH:4][CH:3]=1.